From a dataset of Forward reaction prediction with 1.9M reactions from USPTO patents (1976-2016). Predict the product of the given reaction. (1) Given the reactants [Cl:1][C:2]1[CH:7]=[C:6]([O:8][CH2:9][C:10]2[CH:15]=[CH:14][CH:13]=[CH:12][CH:11]=2)[CH:5]=[C:4]([Cl:16])[C:3]=1[OH:17].C(=O)([O-])[O-].[K+].[K+].Cl[CH2:25][CH2:26][OH:27], predict the reaction product. The product is: [Cl:1][C:2]1[CH:7]=[C:6]([O:8][CH2:9][C:10]2[CH:15]=[CH:14][CH:13]=[CH:12][CH:11]=2)[CH:5]=[C:4]([Cl:16])[C:3]=1[O:17][CH2:25][CH2:26][OH:27]. (2) Given the reactants [NH2:1][C:2]1[CH:7]=[CH:6][C:5]([S:8][S:9][C:10]2[CH:15]=[CH:14][C:13]([NH2:16])=[CH:12][CH:11]=2)=[CH:4][CH:3]=1.Cl.[CH:18](=O)/[CH:19]=[CH:20]/[CH3:21].N, predict the reaction product. The product is: [CH3:18][C:19]1[CH:20]=[CH:21][C:14]2[C:13](=[CH:12][CH:11]=[C:10]([S:9][S:8][C:5]3[CH:4]=[C:3]4[C:2](=[CH:7][CH:6]=3)[N:1]=[C:3]([CH3:4])[CH:2]=[CH:7]4)[CH:15]=2)[N:16]=1.